From a dataset of Full USPTO retrosynthesis dataset with 1.9M reactions from patents (1976-2016). Predict the reactants needed to synthesize the given product. (1) Given the product [C:7]([C:6]1[N:2]([CH3:1])[C:3]([C:23]([NH2:22])=[O:24])=[N:4][CH:5]=1)#[CH:8], predict the reactants needed to synthesize it. The reactants are: [CH3:1][N:2]1[C:6]([C:7]#[C:8][Si](C)(C)C)=[CH:5][N:4]=[CH:3]1.[Li]CCCC.C[Si]([N:22]=[C:23]=[O:24])(C)C.O. (2) Given the product [NH2:52][C:45]1[C:46]2[C:51](=[CH:50][CH:49]=[CH:48][CH:47]=2)[C:42]([C:5]2[N:4]=[C:3]3[C:8]([N:9]=[C:10]([CH2:11][N:12]4[CH2:13][CH2:14][CH:15]([C:18]([OH:21])([CH3:20])[CH3:19])[CH2:16][CH2:17]4)[N:2]3[CH3:1])=[C:7]([N:22]3[CH2:23][CH2:24][O:25][CH2:26][CH2:27]3)[N:6]=2)=[CH:43][N:44]=1, predict the reactants needed to synthesize it. The reactants are: [CH3:1][N:2]1[C:10]([CH2:11][N:12]2[CH2:17][CH2:16][CH:15]([C:18]([OH:21])([CH3:20])[CH3:19])[CH2:14][CH2:13]2)=[N:9][C:8]2[C:3]1=[N:4][C:5]([Sn](CCCC)(CCCC)CCCC)=[N:6][C:7]=2[N:22]1[CH2:27][CH2:26][O:25][CH2:24][CH2:23]1.Br[C:42]1[C:51]2[C:46](=[CH:47][CH:48]=[CH:49][CH:50]=2)[C:45]([NH2:52])=[N:44][CH:43]=1. (3) The reactants are: [OH:1][C@H:2]1[C:11](=[O:12])[C:10]2[CH:9]=[CH:8][C:7]3[N:13]([CH3:17])[C:14]([CH3:16])=[N:15][C:6]=3[C:5]=2[NH:4][C@@H:3]1[C:18]1[CH:23]=[CH:22][CH:21]=[CH:20][CH:19]=1.B.[Na]. Given the product [CH3:16][C:14]1[N:13]([CH3:17])[C:7]2[CH:8]=[CH:9][C:10]3[C@H:11]([OH:12])[C@H:2]([OH:1])[C@@H:3]([C:18]4[CH:23]=[CH:22][CH:21]=[CH:20][CH:19]=4)[NH:4][C:5]=3[C:6]=2[N:15]=1, predict the reactants needed to synthesize it. (4) Given the product [F:1][C:2]([F:10])([F:11])[CH:3]1[CH2:8][CH2:7][C:6](=[O:9])[CH2:5][CH2:4]1, predict the reactants needed to synthesize it. The reactants are: [F:1][C:2]([F:11])([F:10])[CH:3]1[CH2:8][CH2:7][CH:6]([OH:9])[CH2:5][CH2:4]1.CC(OI1(OC(C)=O)(OC(C)=O)OC(=O)C2C=CC=CC1=2)=O. (5) Given the product [F:1][C:2]1[C:3]([CH:14]=[O:15])=[CH:4][N:5]([S:39]([C:35]2[CH:34]=[N:33][CH:38]=[CH:37][CH:36]=2)(=[O:41])=[O:40])[C:6]=1[C:7]1[C:8]([F:13])=[N:9][CH:10]=[CH:11][CH:12]=1, predict the reactants needed to synthesize it. The reactants are: [F:1][C:2]1[C:3]([CH:14]=[O:15])=[CH:4][NH:5][C:6]=1[C:7]1[C:8]([F:13])=[N:9][CH:10]=[CH:11][CH:12]=1.[H-].[Na+].C1OCCOCCOCCOCCOC1.[N:33]1[CH:38]=[CH:37][CH:36]=[C:35]([S:39](Cl)(=[O:41])=[O:40])[CH:34]=1.